Dataset: Forward reaction prediction with 1.9M reactions from USPTO patents (1976-2016). Task: Predict the product of the given reaction. (1) Given the reactants [Br:1][C:2]1[CH:3]=[C:4]2[C:10]([C:11]3[CH:16]=[CH:15][C:14]([OH:17])=[CH:13][CH:12]=3)=[CH:9][NH:8][C:5]2=[N:6][CH:7]=1.[C:18]1([CH3:28])[CH:23]=[CH:22][C:21]([S:24](Cl)(=[O:26])=[O:25])=[CH:20][CH:19]=1.[OH-:29].[K+].[OH-:31].C([N+]([CH2:45][CH2:46][CH2:47][CH3:48])(CCCC)CCCC)CCC, predict the reaction product. The product is: [Br:1][C:2]1[CH:3]=[C:4]2[C:10]([C:11]3[CH:16]=[CH:15][C:14]([O:17][S:24]([C:21]4[CH:22]=[CH:23][C:18]([CH3:28])=[CH:19][CH:20]=4)(=[O:26])=[O:25])=[CH:13][CH:12]=3)=[CH:9][N:8]([S:24]([C:21]3[CH:45]=[CH:46][C:47]([CH3:48])=[CH:19][CH:20]=3)(=[O:31])=[O:29])[C:5]2=[N:6][CH:7]=1. (2) Given the reactants Cl.[NH2:2][C:3]1[CH:4]=[CH:5][C:6]([CH3:22])=[C:7]([NH:9][C:10]2[CH:11]=[C:12]3[C:17](=[CH:18][CH:19]=2)[N:16]=[CH:15][N:14]([CH3:20])[C:13]3=[O:21])[CH:8]=1.[F:23][C:24]1[CH:29]=[CH:28][C:27]([N:30]2[C:34]([C:35](O)=[O:36])=[CH:33][C:32]([S:38][CH3:39])=[N:31]2)=[CH:26][CH:25]=1.CN(C(ON1N=NC2C=CC=NC1=2)=[N+](C)C)C.F[P-](F)(F)(F)(F)F.CCN(C(C)C)C(C)C, predict the reaction product. The product is: [F:23][C:24]1[CH:29]=[CH:28][C:27]([N:30]2[C:34]([C:35]([NH:2][C:3]3[CH:4]=[CH:5][C:6]([CH3:22])=[C:7]([NH:9][C:10]4[CH:11]=[C:12]5[C:17](=[CH:18][CH:19]=4)[N:16]=[CH:15][N:14]([CH3:20])[C:13]5=[O:21])[CH:8]=3)=[O:36])=[CH:33][C:32]([S:38][CH3:39])=[N:31]2)=[CH:26][CH:25]=1.